Regression/Classification. Given a drug SMILES string, predict its absorption, distribution, metabolism, or excretion properties. Task type varies by dataset: regression for continuous measurements (e.g., permeability, clearance, half-life) or binary classification for categorical outcomes (e.g., BBB penetration, CYP inhibition). Dataset: cyp2d6_substrate_carbonmangels. From a dataset of CYP2D6 substrate classification data from Carbon-Mangels et al.. (1) The drug is COCCc1ccc(OC[C@@H](O)CNC(C)C)cc1. The result is 1 (substrate). (2) The drug is CCN(CC)C(=S)SSC(=S)N(CC)CC. The result is 0 (non-substrate). (3) The molecule is CNC1=Nc2ccc(Cl)cc2C(c2ccccc2)=[N+]([O-])C1. The result is 0 (non-substrate).